From a dataset of Catalyst prediction with 721,799 reactions and 888 catalyst types from USPTO. Predict which catalyst facilitates the given reaction. (1) Product: [C:1]([O:5][C:6]([N:8]1[C:16]2[C:11](=[C:12]([N:17]3[CH2:18][CH2:19][N:20]([C:23]([O:25][C:26]([CH3:29])([CH3:28])[CH3:27])=[O:24])[CH2:21][CH2:22]3)[CH:13]=[CH:14][CH:15]=2)[CH:10]=[C:9]1[S:42]([C:37]1[CH:38]=[CH:39][CH:40]=[CH:41][C:36]=1[F:35])(=[O:44])=[O:43])=[O:7])([CH3:4])([CH3:3])[CH3:2]. The catalyst class is: 1. Reactant: [C:1]([O:5][C:6]([N:8]1[C:16]2[C:11](=[C:12]([N:17]3[CH2:22][CH2:21][N:20]([C:23]([O:25][C:26]([CH3:29])([CH3:28])[CH3:27])=[O:24])[CH2:19][CH2:18]3)[CH:13]=[CH:14][CH:15]=2)[CH:10]=[CH:9]1)=[O:7])([CH3:4])([CH3:3])[CH3:2].[Li]C(C)(C)C.[F:35][C:36]1[CH:41]=[CH:40][CH:39]=[CH:38][C:37]=1[S:42](F)(=[O:44])=[O:43]. (2) Reactant: [NH:1]([C:8]1[N:9]([C:22]2[CH:27]=[CH:26][CH:25]=[CH:24][CH:23]=2)[C:10]2[C:15]([C:16](=[O:18])[CH:17]=1)=[CH:14][C:13]([F:19])=[C:12]([CH2:20][OH:21])[N:11]=2)[C:2]1[CH:7]=[CH:6][CH:5]=[CH:4][CH:3]=1.[CH3:28][O:29][C:30]1[CH:35]=[CH:34][C:33](O)=[CH:32][CH:31]=1.C1C=CC(P(C2C=CC=CC=2)C2C=CC=CC=2)=CC=1.C1CCN(C(N=NC(N2CCCCC2)=O)=O)CC1. Product: [NH:1]([C:8]1[N:9]([C:22]2[CH:27]=[CH:26][CH:25]=[CH:24][CH:23]=2)[C:10]2[C:15]([C:16](=[O:18])[CH:17]=1)=[CH:14][C:13]([F:19])=[C:12]([CH2:20][O:21][C:33]1[CH:34]=[CH:35][C:30]([O:29][CH3:28])=[CH:31][CH:32]=1)[N:11]=2)[C:2]1[CH:7]=[CH:6][CH:5]=[CH:4][CH:3]=1. The catalyst class is: 2. (3) Reactant: [CH:1]1([C:5]2[C:26]([C:27]3[NH:31][C:30]([O:32][CH2:33][CH3:34])=[N:29][N:28]=3)=[CH:25][C:8]([C:9]([N:11]3[CH2:16][CH2:15][CH:14]([C:17]4[CH:24]=[CH:23][C:20]([C:21]#[N:22])=[CH:19][CH:18]=4)[CH2:13][CH2:12]3)=[O:10])=[C:7]([CH2:35][CH3:36])[CH:6]=2)[CH2:4][CH2:3][CH2:2]1.Cl.[F:38]C1(C2C=CC(C#N)=CC=2)CCNCC1.Cl. Product: [CH:1]1([C:5]2[C:26]([C:27]3[NH:31][C:30]([O:32][CH2:33][CH3:34])=[N:29][N:28]=3)=[CH:25][C:8]([C:9]([N:11]3[CH2:12][CH2:13][C:14]([C:17]4[CH:18]=[CH:19][C:20]([C:21]#[N:22])=[CH:23][CH:24]=4)([F:38])[CH2:15][CH2:16]3)=[O:10])=[C:7]([CH2:35][CH3:36])[CH:6]=2)[CH2:4][CH2:3][CH2:2]1. The catalyst class is: 23. (4) Reactant: C([O:4][C@H:5]1[C:14]2[N+:13]([O-])=[CH:12][CH:11]=[CH:10][C:9]=2[C@H:8]([C:16]2[CH:21]=[CH:20][C:19]([F:22])=[CH:18][CH:17]=2)[C@@H:7]([O:23][C@@H:24]([C:26]2[CH:31]=[C:30]([C:32]([F:35])([F:34])[F:33])[CH:29]=[C:28]([C:36]([F:39])([F:38])[F:37])[CH:27]=2)[CH3:25])[CH2:6]1)(=O)C.[BH4-].[Na+]. Product: [F:39][C:36]([F:37])([F:38])[C:28]1[CH:27]=[C:26]([C@H:24]([O:23][C@H:7]2[CH2:6][C@@H:5]([OH:4])[C:14]3[N:13]=[CH:12][CH:11]=[CH:10][C:9]=3[C@@H:8]2[C:16]2[CH:17]=[CH:18][C:19]([F:22])=[CH:20][CH:21]=2)[CH3:25])[CH:31]=[C:30]([C:32]([F:33])([F:34])[F:35])[CH:29]=1. The catalyst class is: 5. (5) Reactant: CC(C)([O-])C.[K+].[I-].[K+].Br[CH2:10][C:11]([NH2:13])=[O:12].[F:14][C:15]1[CH:38]=[CH:37][CH:36]=[C:35]([F:39])[C:16]=1[CH2:17][O:18][C:19]1[C:20]2[N:21]([C:26]([C:30]3[CH:31]=[N:32][NH:33][CH:34]=3)=[C:27]([CH3:29])[N:28]=2)[CH:22]=[C:23]([CH3:25])[CH:24]=1. Product: [F:14][C:15]1[CH:38]=[CH:37][CH:36]=[C:35]([F:39])[C:16]=1[CH2:17][O:18][C:19]1[C:20]2[N:21]([C:26]([C:30]3[CH:34]=[N:33][N:32]([CH2:10][C:11]([NH2:13])=[O:12])[CH:31]=3)=[C:27]([CH3:29])[N:28]=2)[CH:22]=[C:23]([CH3:25])[CH:24]=1. The catalyst class is: 3. (6) Reactant: [NH2:1][CH:2]1[CH2:7][CH2:6][N:5]([C:8]([O:10][CH2:11][C:12]2[CH:17]=[CH:16][CH:15]=[CH:14][CH:13]=2)=[O:9])[CH2:4][CH2:3]1.[N:18]1([C:23](=N)[NH2:24])C=CC=N1. Product: [NH:1]([CH:2]1[CH2:3][CH2:4][N:5]([C:8]([O:10][CH2:11][C:12]2[CH:17]=[CH:16][CH:15]=[CH:14][CH:13]=2)=[O:9])[CH2:6][CH2:7]1)[C:23]([NH2:24])=[NH:18]. The catalyst class is: 23. (7) Reactant: C[O:2][C:3]([C:5]1[S:6][C:7]([C:26]#[C:27][C:28]([CH3:31])([CH3:30])[CH3:29])=[CH:8][C:9]=1[N:10]1[CH:15]([CH:16]2[CH2:21][CH2:20][CH2:19][CH2:18][CH2:17]2)[CH2:14][CH2:13][C@@H:12]([CH2:22][CH:23]=[CH2:24])[C:11]1=[O:25])=[O:4].B1C2CCCC1CCC2.[OH-:41].[Na+].OO. Product: [CH:16]1([CH:15]2[N:10]([C:9]3[CH:8]=[C:7]([C:26]#[C:27][C:28]([CH3:30])([CH3:31])[CH3:29])[S:6][C:5]=3[C:3]([OH:2])=[O:4])[C:11](=[O:25])[C@H:12]([CH2:22][CH2:23][CH2:24][OH:41])[CH2:13][CH2:14]2)[CH2:17][CH2:18][CH2:19][CH2:20][CH2:21]1. The catalyst class is: 242. (8) Reactant: [C:1]([S:4][C@H:5]1[CH2:9][N:8]([S:10]([C:13]2[CH:22]=[CH:21][C:20]3[C:15](=[CH:16][CH:17]=[CH:18][CH:19]=3)[CH:14]=2)(=[O:12])=[O:11])[C@H:7](C(O)=O)[CH2:6]1)(=[O:3])[CH3:2].CN1CC[O:30]CC1.[B-](F)(F)(F)F.CN(C(ON1C(=O)C=CC=C1)=[N+](C)C)C.[CH3:53][O:54][C:55](=[O:69])[C:56]1[CH:61]=[CH:60][C:59]([N:62]([CH3:68])[C:63](=[O:67])[CH2:64][NH:65][CH3:66])=[CH:58][CH:57]=1. Product: [CH3:53][O:54][C:55](=[O:69])[C:56]1[CH:57]=[CH:58][C:59]([N:62]([C:63](=[O:67])[CH2:64][NH:65][C:66]([C@@H:7]2[CH2:6][C@@H:5]([S:4][C:1](=[O:3])[CH3:2])[CH2:9][N:8]2[S:10]([C:13]2[CH:22]=[CH:21][C:20]3[C:15](=[CH:16][CH:17]=[CH:18][CH:19]=3)[CH:14]=2)(=[O:12])=[O:11])=[O:30])[CH3:68])=[CH:60][CH:61]=1. The catalyst class is: 2.